Regression/Classification. Given a drug SMILES string, predict its absorption, distribution, metabolism, or excretion properties. Task type varies by dataset: regression for continuous measurements (e.g., permeability, clearance, half-life) or binary classification for categorical outcomes (e.g., BBB penetration, CYP inhibition). Dataset: cyp2c9_veith. From a dataset of CYP2C9 inhibition data for predicting drug metabolism from PubChem BioAssay. The result is 1 (inhibitor). The compound is Cc1ccc(NS(=O)(=O)c2cc(C(=O)NCc3ccccn3)ccc2Cl)cc1C.